Dataset: Reaction yield outcomes from USPTO patents with 853,638 reactions. Task: Predict the reaction yield, written as a fraction of the theoretical maximum amount of product (1.0 means a 100% yield; for example, 0.34 means a 34% yield). (1) The reactants are [CH3:1][C:2]1[CH:7]=[C:6]([CH3:8])[N:5]=[C:4]([N:9]2[CH2:14][CH2:13][N:12]([C:15]3[CH:20]=[CH:19][C:18]([N+:21]([O-])=O)=[CH:17][CH:16]=3)[CH2:11][CH2:10]2)[CH:3]=1. The catalyst is CO.[Ni]. The product is [CH3:1][C:2]1[CH:7]=[C:6]([CH3:8])[N:5]=[C:4]([N:9]2[CH2:14][CH2:13][N:12]([C:15]3[CH:20]=[CH:19][C:18]([NH2:21])=[CH:17][CH:16]=3)[CH2:11][CH2:10]2)[CH:3]=1. The yield is 0.980. (2) The reactants are [F:1][C:2]1[CH:3]=[C:4]([C:10]2[CH:15]=[CH:14][C:13]([CH:16]([NH2:18])[CH3:17])=[CH:12][CH:11]=2)[C:5]([O:8][CH3:9])=[N:6][CH:7]=1.C(N(CC)CC)C.[CH3:26][N:27]1[CH:31]=[C:30]([S:32](Cl)(=[O:34])=[O:33])[C:29]([C:36]([F:39])([F:38])[F:37])=[N:28]1. The catalyst is ClCCl. The product is [F:1][C:2]1[CH:3]=[C:4]([C:10]2[CH:15]=[CH:14][C:13]([CH:16]([NH:18][S:32]([C:30]3[C:29]([C:36]([F:39])([F:37])[F:38])=[N:28][N:27]([CH3:26])[CH:31]=3)(=[O:34])=[O:33])[CH3:17])=[CH:12][CH:11]=2)[C:5]([O:8][CH3:9])=[N:6][CH:7]=1. The yield is 0.250. (3) The product is [Cl:1][C:2]1[N:7]=[CH:6][C:5]2[C:8]([CH:30]([N:35]([CH3:43])[S:36]([C:39]([CH3:42])([CH3:40])[CH3:41])=[O:37])[C:31]([F:33])([F:34])[F:32])=[N:9][N:10]([C:11]([C:18]3[CH:19]=[CH:20][CH:21]=[CH:22][CH:23]=3)([C:24]3[CH:29]=[CH:28][CH:27]=[CH:26][CH:25]=3)[C:12]3[CH:13]=[CH:14][CH:15]=[CH:16][CH:17]=3)[C:4]=2[CH:3]=1. The yield is 0.480. The reactants are [Cl:1][C:2]1[N:7]=[CH:6][C:5]2[C:8]([CH:30]([NH:35][S:36]([C:39]([CH3:42])([CH3:41])[CH3:40])(=O)=[O:37])[C:31]([F:34])([F:33])[F:32])=[N:9][N:10]([C:11]([C:24]3[CH:29]=[CH:28][CH:27]=[CH:26][CH:25]=3)([C:18]3[CH:23]=[CH:22][CH:21]=[CH:20][CH:19]=3)[C:12]3[CH:17]=[CH:16][CH:15]=[CH:14][CH:13]=3)[C:4]=2[CH:3]=1.[CH3:43][Si]([N-][Si](C)(C)C)(C)C.[Li+]. No catalyst specified. (4) The reactants are Cl.[CH3:2][O:3][C:4](=[O:10])[C@H:5]([C@@H:7]([CH3:9])[OH:8])[NH2:6].[N+:11]([C:14]1[CH:22]=[CH:21][C:17]([C:18](O)=[O:19])=[CH:16][CH:15]=1)([O-:13])=[O:12].CCN=C=NCCCN(C)C.Cl.C1C=CC2N(O)N=NC=2C=1.C(N(CC)C(C)C)(C)C. The catalyst is ClCCl. The product is [CH3:2][O:3][C:4](=[O:10])[C@H:5]([C@@H:7]([CH3:9])[OH:8])[NH:6][C:18](=[O:19])[C:17]1[CH:16]=[CH:15][C:14]([N+:11]([O-:13])=[O:12])=[CH:22][CH:21]=1. The yield is 0.940. (5) The reactants are C1(S([N:10]2[C:14]3=[N:15][CH:16]=[C:17]([NH:19][C:20]([C:22]4[CH:30]=[CH:29][CH:28]=[CH:27][C:23]=4[C:24]([OH:26])=[O:25])=[O:21])[CH:18]=[C:13]3[C:12]([C:31]3[S:35][CH:34]=[N:33][CH:32]=3)=[CH:11]2)(=O)=O)C=CC=CC=1.[OH-].[Na+].C(O)(=O)C. The catalyst is CCO. The product is [S:35]1[C:31]([C:12]2[C:13]3[C:14](=[N:15][CH:16]=[C:17]([NH:19][C:20]([C:22]4[CH:30]=[CH:29][CH:28]=[CH:27][C:23]=4[C:24]([OH:26])=[O:25])=[O:21])[CH:18]=3)[NH:10][CH:11]=2)=[CH:32][N:33]=[CH:34]1. The yield is 0.270. (6) The reactants are [C:1]([C:3]1[CH:8]=[C:7]([F:9])[CH:6]=[CH:5][C:4]=1[C:10]1[CH:15]=[CH:14][C:13]([CH2:16][CH:17]([C:23](=O)[CH2:24][CH2:25][CH3:26])[C:18](OCC)=[O:19])=[CH:12][CH:11]=1)#[N:2].[O:28]1[C:32]2([CH2:37][CH2:36][CH:35]([NH:38][C:39]3[NH:43][C:42]([CH3:44])=[N:41][N:40]=3)[CH2:34][CH2:33]2)[O:31][CH2:30][CH2:29]1.N12CCCN=C1CCCCC2.C(N(CC)C1C=CC=CC=1)C. The catalyst is C(OCC)(=O)C. The product is [O:28]1[C:32]2([CH2:33][CH2:34][CH:35]([N:38]3[C:18](=[O:19])[C:17]([CH2:16][C:13]4[CH:12]=[CH:11][C:10]([C:4]5[C:3]([C:1]#[N:2])=[CH:8][C:7]([F:9])=[CH:6][CH:5]=5)=[CH:15][CH:14]=4)=[C:23]([CH2:24][CH2:25][CH3:26])[N:40]4[N:41]=[C:42]([CH3:44])[N:43]=[C:39]34)[CH2:36][CH2:37]2)[O:31][CH2:30][CH2:29]1. The yield is 0.480. (7) The reactants are [C:1]([Si:3]([CH3:6])([CH3:5])[CH3:4])#[CH:2].N1CCCCC1.I[C:14]#[C:15][CH2:16][CH2:17][CH2:18][OH:19]. The catalyst is [Cu]Cl. The product is [CH3:4][Si:3]([CH3:6])([CH3:5])[C:1]#[C:2][C:14]#[C:15][CH2:16][CH2:17][CH2:18][OH:19]. The yield is 0.860.